Predict the reactants needed to synthesize the given product. From a dataset of Full USPTO retrosynthesis dataset with 1.9M reactions from patents (1976-2016). (1) The reactants are: Cl.Cl[CH2:3][C:4]1[N:8]2[CH:9]=[C:10]([CH3:13])[CH:11]=[CH:12][C:7]2=[N:6][C:5]=1[C:14]1[CH:19]=[CH:18][C:17]([CH3:20])=[CH:16][CH:15]=1.[N:21]1[CH:26]=[CH:25][N:24]=[C:23]([NH2:27])[N:22]=1. Given the product [CH3:13][C:10]1[CH:11]=[CH:12][C:7]2[N:8]([C:4]([CH2:3][NH:27][C:23]3[N:22]=[N:21][CH:26]=[CH:25][N:24]=3)=[C:5]([C:14]3[CH:19]=[CH:18][C:17]([CH3:20])=[CH:16][CH:15]=3)[N:6]=2)[CH:9]=1, predict the reactants needed to synthesize it. (2) Given the product [ClH:18].[Br:1][C:2]1[CH:3]=[CH:4][C:5]([CH:8]2[C:17]3[C:12](=[C:13]([Cl:19])[CH:14]=[C:15]([Cl:18])[CH:16]=3)[CH2:11][N:10]([CH3:20])[CH2:9]2)=[CH:6][CH:7]=1, predict the reactants needed to synthesize it. The reactants are: [Br:1][C:2]1[CH:7]=[CH:6][C:5]([CH:8]2[C:17]3[C:12](=[C:13]([Cl:19])[CH:14]=[C:15]([Cl:18])[CH:16]=3)[CH2:11][N:10]([CH3:20])[CH2:9]2)=[CH:4][CH:3]=1. (3) Given the product [Cl:25][C:26]1[CH:31]=[CH:30][CH:29]=[CH:28][C:27]=1[NH:32][C:33]([NH:1][C:2]1[CH:7]=[CH:6][C:5]([N:8]2[C:14](=[O:15])[CH2:13][C:12](=[O:16])[NH:11][C:10]3[C:17]4[C:22]([CH:23]=[CH:24][C:9]2=3)=[CH:21][CH:20]=[CH:19][CH:18]=4)=[CH:4][CH:3]=1)=[S:34], predict the reactants needed to synthesize it. The reactants are: [NH2:1][C:2]1[CH:7]=[CH:6][C:5]([N:8]2[C:14](=[O:15])[CH2:13][C:12](=[O:16])[NH:11][C:10]3[C:17]4[C:22]([CH:23]=[CH:24][C:9]2=3)=[CH:21][CH:20]=[CH:19][CH:18]=4)=[CH:4][CH:3]=1.[Cl:25][C:26]1[CH:31]=[CH:30][CH:29]=[CH:28][C:27]=1[N:32]=[C:33]=[S:34]. (4) Given the product [C:44]([N:41]1[CH2:42][CH2:43][CH:38]([CH2:37][NH:36][C:15](=[O:17])[C:14]2[CH:18]=[CH:19][C:20]([O:21][CH3:22])=[C:12]([O:11][CH2:10][CH2:9][C:3]3[CH:4]=[CH:5][C:6]([Cl:8])=[CH:7][C:2]=3[Cl:1])[CH:13]=2)[CH2:39][CH2:40]1)(=[NH:45])[NH2:46], predict the reactants needed to synthesize it. The reactants are: [Cl:1][C:2]1[CH:7]=[C:6]([Cl:8])[CH:5]=[CH:4][C:3]=1[CH2:9][CH2:10][O:11][C:12]1[CH:13]=[C:14]([CH:18]=[CH:19][C:20]=1[O:21][CH3:22])[C:15]([OH:17])=O.C(N1C=CN=C1)(N1C=CN=C1)=O.Cl.[NH2:36][CH2:37][CH:38]1[CH2:43][CH2:42][N:41]([C:44]([NH2:46])=[NH:45])[CH2:40][CH2:39]1.CS(C)=O. (5) Given the product [Cl:15][C:16]1[C:21]([CH2:22][CH2:23][NH:26][CH:27]2[CH2:28][CH2:29][N:30]([C:33]([O:35][C:36]([CH3:39])([CH3:38])[CH3:37])=[O:34])[CH2:31][CH2:32]2)=[CH:20][CH:19]=[C:18]([Cl:25])[N:17]=1, predict the reactants needed to synthesize it. The reactants are: C(O[BH-](OC(=O)C)OC(=O)C)(=O)C.[Na+].[Cl:15][C:16]1[C:21]([CH2:22][CH:23]=O)=[CH:20][CH:19]=[C:18]([Cl:25])[N:17]=1.[NH2:26][CH:27]1[CH2:32][CH2:31][N:30]([C:33]([O:35][C:36]([CH3:39])([CH3:38])[CH3:37])=[O:34])[CH2:29][CH2:28]1.C(=O)(O)[O-].[Na+].